This data is from Peptide-MHC class II binding affinity with 134,281 pairs from IEDB. The task is: Regression. Given a peptide amino acid sequence and an MHC pseudo amino acid sequence, predict their binding affinity value. This is MHC class II binding data. The peptide sequence is PLGPPAAEYWNSQKE. The MHC is HLA-DQA10301-DQB10302 with pseudo-sequence HLA-DQA10301-DQB10302. The binding affinity (normalized) is 0.170.